Dataset: NCI-60 drug combinations with 297,098 pairs across 59 cell lines. Task: Regression. Given two drug SMILES strings and cell line genomic features, predict the synergy score measuring deviation from expected non-interaction effect. (1) Drug 1: CS(=O)(=O)C1=CC(=C(C=C1)C(=O)NC2=CC(=C(C=C2)Cl)C3=CC=CC=N3)Cl. Drug 2: C1C(C(OC1N2C=C(C(=O)NC2=O)F)CO)O. Cell line: ACHN. Synergy scores: CSS=22.4, Synergy_ZIP=-2.90, Synergy_Bliss=-4.35, Synergy_Loewe=-11.1, Synergy_HSA=-5.65. (2) Drug 1: C1=CC(=CC=C1CC(C(=O)O)N)N(CCCl)CCCl.Cl. Drug 2: C1=NNC2=C1C(=O)NC=N2. Cell line: HCT116. Synergy scores: CSS=6.79, Synergy_ZIP=-3.50, Synergy_Bliss=-1.85, Synergy_Loewe=-13.0, Synergy_HSA=-1.81. (3) Drug 1: CC1=C(C(CCC1)(C)C)C=CC(=CC=CC(=CC(=O)O)C)C. Drug 2: CC(C)CN1C=NC2=C1C3=CC=CC=C3N=C2N. Cell line: MALME-3M. Synergy scores: CSS=17.2, Synergy_ZIP=-0.534, Synergy_Bliss=-0.215, Synergy_Loewe=-1.57, Synergy_HSA=-1.10. (4) Drug 1: CC1=C(C=C(C=C1)NC(=O)C2=CC=C(C=C2)CN3CCN(CC3)C)NC4=NC=CC(=N4)C5=CN=CC=C5. Drug 2: CC1C(C(CC(O1)OC2CC(CC3=C2C(=C4C(=C3O)C(=O)C5=CC=CC=C5C4=O)O)(C(=O)C)O)N)O. Cell line: SK-MEL-2. Synergy scores: CSS=3.13, Synergy_ZIP=1.82, Synergy_Bliss=-1.79, Synergy_Loewe=-18.8, Synergy_HSA=-5.25. (5) Drug 1: CN1CCC(CC1)COC2=C(C=C3C(=C2)N=CN=C3NC4=C(C=C(C=C4)Br)F)OC. Drug 2: C1CCN(CC1)CCOC2=CC=C(C=C2)C(=O)C3=C(SC4=C3C=CC(=C4)O)C5=CC=C(C=C5)O. Cell line: SF-268. Synergy scores: CSS=8.97, Synergy_ZIP=11.6, Synergy_Bliss=16.0, Synergy_Loewe=11.4, Synergy_HSA=12.2.